From a dataset of Forward reaction prediction with 1.9M reactions from USPTO patents (1976-2016). Predict the product of the given reaction. (1) Given the reactants [NH2:1][C:2]1[C:7]([C:8]2[N:12]([C:13]3[CH:18]=[CH:17][C:16]([OH:19])=[C:15]([F:20])[C:14]=3[F:21])[N:11]=[N:10][N:9]=2)=[CH:6][C:5]([Br:22])=[CH:4][N:3]=1.C1(P(C2C=CC=CC=2)C2C=CC=CC=2)C=CC=CC=1.[O:42]1[CH2:46][CH2:45][C@H:44](O)[CH2:43]1, predict the reaction product. The product is: [O:42]1[CH2:46][CH2:45][C@@H:44]([O:19][C:16]2[CH:17]=[CH:18][C:13]([N:12]3[C:8]([C:7]4[C:2]([NH2:1])=[N:3][CH:4]=[C:5]([Br:22])[CH:6]=4)=[N:9][N:10]=[N:11]3)=[C:14]([F:21])[C:15]=2[F:20])[CH2:43]1. (2) Given the reactants [CH:1]1([CH2:6][CH:7]([C:11]2[CH:16]=[CH:15][C:14]([S:17][C:18]([F:21])([F:20])[F:19])=[CH:13][CH:12]=2)[C:8]([OH:10])=O)[CH2:5][CH2:4][CH2:3][CH2:2]1.C1(P(C2C=CC=CC=2)C2C=CC=CC=2)C=CC=CC=1.BrN1C(=O)CCC1=O.[NH2:49][C:50]1[CH:55]=[CH:54][CH:53]=[CH:52][N:51]=1, predict the reaction product. The product is: [CH:1]1([CH2:6][CH:7]([C:11]2[CH:16]=[CH:15][C:14]([S:17][C:18]([F:21])([F:20])[F:19])=[CH:13][CH:12]=2)[C:8]([NH:49][C:50]2[CH:55]=[CH:54][CH:53]=[CH:52][N:51]=2)=[O:10])[CH2:2][CH2:3][CH2:4][CH2:5]1. (3) Given the reactants [N-:1]=[N+:2]=[N-:3].[Na+].Br[CH2:6][C:7]([C:9]1[CH:14]=[CH:13][C:12]([O:15][CH2:16][C:17]2[CH:26]=[CH:25][C:24]3[C:19](=[CH:20][CH:21]=[C:22]([F:27])[CH:23]=3)[N:18]=2)=[CH:11][C:10]=1[C:28]1([C:33]2[CH:38]=[CH:37][CH:36]=[CH:35][CH:34]=2)[CH2:31][CH:30]([CH3:32])[CH2:29]1)=[O:8].O, predict the reaction product. The product is: [N:1]([CH2:6][C:7]([C:9]1[CH:14]=[CH:13][C:12]([O:15][CH2:16][C:17]2[CH:26]=[CH:25][C:24]3[C:19](=[CH:20][CH:21]=[C:22]([F:27])[CH:23]=3)[N:18]=2)=[CH:11][C:10]=1[C:28]1([C:33]2[CH:38]=[CH:37][CH:36]=[CH:35][CH:34]=2)[CH2:29][CH:30]([CH3:32])[CH2:31]1)=[O:8])=[N+:2]=[N-:3]. (4) The product is: [NH2:8][CH:9]([CH2:13][C:14]([F:17])([F:16])[F:15])[CH2:10][OH:11]. Given the reactants [Li+].[BH4-].C[Si](Cl)(C)C.[NH2:8][CH:9]([CH2:13][C:14]([F:17])([F:16])[F:15])[C:10](O)=[O:11], predict the reaction product. (5) Given the reactants [CH:1]([C:4]1[NH:5][C:6]([C:16]2[CH:21]=[CH:20][CH:19]=[C:18](B3OC(C)(C)C(C)(C)O3)[CH:17]=2)=[C:7]([C:9]2[CH:14]=[CH:13][CH:12]=[C:11]([CH3:15])[N:10]=2)[N:8]=1)([CH3:3])[CH3:2].[C:31]([C:33]1[CH:38]=[CH:37][C:36](Br)=[CH:35][N:34]=1)#N.[OH2:40].[C:41](#[N:43])C, predict the reaction product. The product is: [CH:1]([C:4]1[NH:5][C:6]([C:16]2[CH:17]=[C:18]([C:36]3[CH:37]=[CH:38][C:33]([CH2:31][C:41]([NH2:43])=[O:40])=[N:34][CH:35]=3)[CH:19]=[CH:20][CH:21]=2)=[C:7]([C:9]2[CH:14]=[CH:13][CH:12]=[C:11]([CH3:15])[N:10]=2)[N:8]=1)([CH3:3])[CH3:2]. (6) Given the reactants [NH2:1][C:2]1[CH:16]=[CH:15][C:5]([CH2:6][NH:7][C:8](=[O:14])[O:9][C:10]([CH3:13])([CH3:12])[CH3:11])=[CH:4][CH:3]=1.F[C:18]1[CH:23]=[CH:22][CH:21]=[CH:20][C:19]=1[N+:24]([O-:26])=[O:25].C(=O)([O-])[O-].[K+].[K+], predict the reaction product. The product is: [N+:24]([C:19]1[CH:20]=[CH:21][CH:22]=[CH:23][C:18]=1[NH:1][C:2]1[CH:16]=[CH:15][C:5]([CH2:6][NH:7][C:8](=[O:14])[O:9][C:10]([CH3:12])([CH3:13])[CH3:11])=[CH:4][CH:3]=1)([O-:26])=[O:25].